The task is: Predict which catalyst facilitates the given reaction.. This data is from Catalyst prediction with 721,799 reactions and 888 catalyst types from USPTO. Reactant: [Li+].[OH-].[Cl:3][C:4]1[CH:5]=[C:6]2[C:10](=[CH:11][CH:12]=1)[NH:9][C:8]([C:13]([NH:15][CH:16]1[CH2:25][C:24]3[C:19](=[CH:20][CH:21]=[CH:22][CH:23]=3)[N:18]([CH2:26][C:27]([O:29]C)=[O:28])[C:17]1=[O:31])=[O:14])=[CH:7]2. Product: [C:27]([CH2:26][N:18]1[C:19]2[C:24](=[CH:23][CH:22]=[CH:21][CH:20]=2)[CH2:25][CH:16]([NH:15][C:13]([C:8]2[NH:9][C:10]3[C:6]([CH:7]=2)=[CH:5][C:4]([Cl:3])=[CH:12][CH:11]=3)=[O:14])[C:17]1=[O:31])([OH:29])=[O:28]. The catalyst class is: 90.